This data is from Full USPTO retrosynthesis dataset with 1.9M reactions from patents (1976-2016). The task is: Predict the reactants needed to synthesize the given product. (1) Given the product [CH2:1]([N:8]1[C:17]2[C:12](=[C:13]([N:19]3[CH2:20][CH2:21][NH:22][CH2:23][CH2:24]3)[CH:14]=[C:15]([Cl:18])[CH:16]=2)[C:11](=[O:25])[N:10]([CH2:26][C:27]2[CH:32]=[CH:31][CH:30]=[CH:29][C:28]=2[OH:33])[C:9]1=[O:35])[C:2]1[CH:7]=[CH:6][CH:5]=[CH:4][CH:3]=1, predict the reactants needed to synthesize it. The reactants are: [CH2:1]([N:8]1[C:17]2[C:12](=[C:13]([N:19]3[CH2:24][CH2:23][NH:22][CH2:21][CH2:20]3)[CH:14]=[C:15]([Cl:18])[CH:16]=2)[C:11](=[O:25])[N:10]([CH2:26][C:27]2[CH:32]=[CH:31][CH:30]=[CH:29][C:28]=2[O:33]C)[C:9]1=[O:35])[C:2]1[CH:7]=[CH:6][CH:5]=[CH:4][CH:3]=1.B(Br)(Br)Br. (2) Given the product [NH2:1][CH2:4][C:5]1([CH3:23])[NH:9][C:8](=[O:10])[N:7]([C:11]2[CH:16]=[CH:15][C:14]([Cl:17])=[C:13]([C:18]([F:21])([F:20])[F:19])[CH:12]=2)[C:6]1=[O:22], predict the reactants needed to synthesize it. The reactants are: [N:1]([CH2:4][C:5]1([CH3:23])[NH:9][C:8](=[O:10])[N:7]([C:11]2[CH:16]=[CH:15][C:14]([Cl:17])=[C:13]([C:18]([F:21])([F:20])[F:19])[CH:12]=2)[C:6]1=[O:22])=[N+]=[N-].C1C=CC(P(C2C=CC=CC=2)C2C=CC=CC=2)=CC=1. (3) Given the product [CH:1]1([CH2:6][C@H:7]([C:11]2[CH:16]=[CH:15][C:14]([S:17]([CH:20]([CH3:22])[CH3:21])(=[O:18])=[O:19])=[CH:13][CH:12]=2)[C:8]([NH:29][C:30]2[CH:34]=[CH:33][N:32]([CH2:35][C:36]([OH:38])([CH3:37])[CH3:39])[N:31]=2)=[O:9])[CH2:2][CH2:3][CH2:4][CH2:5]1, predict the reactants needed to synthesize it. The reactants are: [CH:1]1([CH2:6][C@H:7]([C:11]2[CH:16]=[CH:15][C:14]([S:17]([CH:20]([CH3:22])[CH3:21])(=[O:19])=[O:18])=[CH:13][CH:12]=2)[C:8](O)=[O:9])[CH2:5][CH2:4][CH2:3][CH2:2]1.C(Cl)(=O)C(Cl)=O.[NH2:29][C:30]1[CH:34]=[CH:33][N:32]([CH2:35][C:36]([CH3:39])([OH:38])[CH3:37])[N:31]=1.N1C(C)=CC=CC=1C. (4) The reactants are: Br[C:2]1[C:10]2[N:9]3[CH2:11][CH2:12][NH:13][C:14](=[O:15])[C:8]3=[C:7]([CH3:16])[C:6]=2[CH:5]=[C:4]([Cl:17])[CH:3]=1.[OH:18][CH2:19][C:20]1[CH:25]=[CH:24][C:23](B(O)O)=[CH:22][CH:21]=1. Given the product [Cl:17][C:4]1[CH:3]=[C:2]([C:23]2[CH:24]=[CH:25][C:20]([CH2:19][OH:18])=[CH:21][CH:22]=2)[C:10]2[N:9]3[CH2:11][CH2:12][NH:13][C:14](=[O:15])[C:8]3=[C:7]([CH3:16])[C:6]=2[CH:5]=1, predict the reactants needed to synthesize it. (5) Given the product [CH3:1][O:2][C:3](=[O:43])[CH2:4][C@H:5]1[C:9]2[CH:10]=[CH:11][C:12]([O:14][C@H:15]3[C:23]4[C:18](=[C:19]([O:25][C:26]5[CH:31]=[CH:30][C:29]([C:45]6[CH:50]=[CH:49][CH:48]=[C:47]([CH3:51])[N:46]=6)=[CH:28][C:27]=5[C:41]#[N:42])[CH:20]=[CH:21][C:22]=4[F:24])[CH2:17][CH2:16]3)=[CH:13][C:8]=2[O:7][CH2:6]1, predict the reactants needed to synthesize it. The reactants are: [CH3:1][O:2][C:3](=[O:43])[CH2:4][C@H:5]1[C:9]2[CH:10]=[CH:11][C:12]([O:14][C@H:15]3[C:23]4[C:18](=[C:19]([O:25][C:26]5[CH:31]=[CH:30][C:29](B6OC(C)(C)C(C)(C)O6)=[CH:28][C:27]=5[C:41]#[N:42])[CH:20]=[CH:21][C:22]=4[F:24])[CH2:17][CH2:16]3)=[CH:13][C:8]=2[O:7][CH2:6]1.Br[C:45]1[CH:50]=[CH:49][CH:48]=[C:47]([CH3:51])[N:46]=1.